Dataset: Reaction yield outcomes from USPTO patents with 853,638 reactions. Task: Predict the reaction yield, written as a fraction of the theoretical maximum amount of product (1.0 means a 100% yield; for example, 0.34 means a 34% yield). (1) The reactants are [C:1](=[O:33])([O:7][C:8]1[C:13](I)=[C:12]([CH3:15])[N:11]=[C:10]([CH3:16])[C:9]=1[CH2:17][CH2:18][CH2:19][CH2:20][CH2:21][CH2:22][CH2:23][CH2:24][CH2:25][CH2:26][CH2:27][CH2:28][CH2:29][CH2:30][CH2:31][CH3:32])[O:2][C:3]([CH3:6])([CH3:5])[CH3:4].[Cl-].[Li+].[CH2:36]([Sn](CCCC)(CCCC)C=C)[CH2:37]CC. The catalyst is O1CCOCC1.C(Cl)(Cl)Cl.C1C=CC([P]([Pd]([P](C2C=CC=CC=2)(C2C=CC=CC=2)C2C=CC=CC=2)([P](C2C=CC=CC=2)(C2C=CC=CC=2)C2C=CC=CC=2)[P](C2C=CC=CC=2)(C2C=CC=CC=2)C2C=CC=CC=2)(C2C=CC=CC=2)C2C=CC=CC=2)=CC=1. The product is [C:1](=[O:33])([O:7][C:8]1[C:13]([CH:36]=[CH2:37])=[C:12]([CH3:15])[N:11]=[C:10]([CH3:16])[C:9]=1[CH2:17][CH2:18][CH2:19][CH2:20][CH2:21][CH2:22][CH2:23][CH2:24][CH2:25][CH2:26][CH2:27][CH2:28][CH2:29][CH2:30][CH2:31][CH3:32])[O:2][C:3]([CH3:6])([CH3:5])[CH3:4]. The yield is 0.270. (2) The reactants are [I:1][C:2]1[CH:3]=[C:4]2[C:8](=[CH:9][CH:10]=1)[NH:7][C:6](=[O:11])[C:5]2=O.[F:13][C:14]([F:26])([F:25])[C:15]1[CH:24]=[CH:23][C:18]([C:19]([NH:21][NH2:22])=[O:20])=[CH:17][CH:16]=1. The catalyst is C(O)(=O)C. The product is [I:1][C:2]1[CH:3]=[C:4]2[C:8](=[CH:9][CH:10]=1)[NH:7][C:6](=[O:11])[C:5]2=[N:22][NH:21][C:19](=[O:20])[C:18]1[CH:17]=[CH:16][C:15]([C:14]([F:13])([F:26])[F:25])=[CH:24][CH:23]=1. The yield is 0.660. (3) The reactants are C[Si](C)(C)O[CH:4]=[CH:5][CH:6]=[CH2:7].[CH3:10][C:11](=[CH2:22])[C:12]([O:14][CH2:15][C:16]1[CH:21]=[CH:20][CH:19]=[CH:18][CH:17]=1)=[O:13].[OH2:23]. The catalyst is C(C1C=C(C(C)(C)C)C(O)=C(C(C)(C)C)C=1)C1C=C(C(C)(C)C)C(O)=C(C(C)(C)C)C=1. The product is [CH3:22][C:11]1([C:12]([O:14][CH2:15][C:16]2[CH:21]=[CH:20][CH:19]=[CH:18][CH:17]=2)=[O:13])[CH2:7][CH2:6][C:5](=[O:23])[CH2:4][CH2:10]1. The yield is 0.249.